Dataset: Forward reaction prediction with 1.9M reactions from USPTO patents (1976-2016). Task: Predict the product of the given reaction. (1) Given the reactants [Cl:1][C:2]1[CH:7]=[CH:6][C:5]([NH:8][C:9](=[O:15])[O:10][C:11]([CH3:14])([CH3:13])[CH3:12])=[C:4]([C:16]2[CH:24]=[C:23]3[N:19]([CH:20]([C:25](=[O:28])[CH2:26][Cl:27])[CH2:21][CH2:22]3)[C:18](=[O:29])[CH:17]=2)[CH:3]=1.Cl[C:31](N(C)C)=[C:32]([CH3:34])[CH3:33].C[Si](C=[N+]=[N-])(C)C.Cl.[C:46](=O)([O-:48])[OH:47].[Na+], predict the reaction product. The product is: [C:11]([O:10][C:9]([N:8]([C:5]1[CH:6]=[CH:7][C:2]([Cl:1])=[CH:3][C:4]=1[C:16]1[CH:24]=[C:23]2[N:19]([CH:20]([C:25](=[O:28])[CH2:26][Cl:27])[CH2:21][CH2:22]2)[C:18](=[O:29])[CH:17]=1)[C:46](=[O:47])[O:48][C:32]([CH3:34])([CH3:33])[CH3:31])=[O:15])([CH3:12])([CH3:13])[CH3:14]. (2) Given the reactants C([O:8][C:9]1[CH:10]=[C:11]2[C:16](=[CH:17][CH:18]=1)[CH:15]([C:19]([N:21]([CH2:31][C:32]1[CH:37]=[CH:36][C:35]([N:38]([CH3:40])[CH3:39])=[CH:34][CH:33]=1)[C:22]1[CH:27]=[CH:26][C:25]([CH:28]([CH3:30])[CH3:29])=[CH:24][CH:23]=1)=[O:20])[CH2:14][CH2:13][CH2:12]2)C1C=CC=CC=1.C([O-])=O.[NH4+], predict the reaction product. The product is: [CH3:39][N:38]([CH3:40])[C:35]1[CH:36]=[CH:37][C:32]([CH2:31][N:21]([C:22]2[CH:23]=[CH:24][C:25]([CH:28]([CH3:29])[CH3:30])=[CH:26][CH:27]=2)[C:19]([CH:15]2[C:16]3[C:11](=[CH:10][C:9]([OH:8])=[CH:18][CH:17]=3)[CH2:12][CH2:13][CH2:14]2)=[O:20])=[CH:33][CH:34]=1. (3) Given the reactants ClC1C(=O)N([C@@H](C2CC2)COC)C=C(Cl)N=1.[Cl:17][C:18]1[N:19]=[C:20]([NH:32][C:33]2[C:34]([CH3:44])=[N:35][C:36]([O:40][CH:41]([F:43])[F:42])=[C:37]([CH3:39])[CH:38]=2)[C:21](=[O:31])[N:22]([CH2:24][C@H:25]([CH:28]2[CH2:30][CH2:29]2)[O:26][CH3:27])[CH:23]=1.FC(F)OC1N=C(C)C(N)=CC=1C.C[Si]([N-][Si](C)(C)C)(C)C.[Na+], predict the reaction product. The product is: [Cl:17][C:18]1[N:19]=[C:20]([NH:32][C:33]2[C:34]([CH3:44])=[N:35][C:36]([O:40][CH:41]([F:43])[F:42])=[C:37]([CH3:39])[CH:38]=2)[C:21](=[O:31])[N:22]([CH2:24][C@H:25]([CH:28]2[CH2:29][CH2:30]2)[O:26][CH3:27])[CH:23]=1.